The task is: Predict which catalyst facilitates the given reaction.. This data is from Catalyst prediction with 721,799 reactions and 888 catalyst types from USPTO. (1) Reactant: [CH3:1][O:2][C:3]1[CH:4]=[C:5]2[C:10](=[CH:11][CH:12]=1)[N+:9]([O-])=[CH:8][CH:7]=[CH:6]2.ClC(OC)=O.[CH3:19][O:20][C:21]1[CH:22]=[C:23]([Mg]Br)[CH:24]=[CH:25][CH:26]=1. Product: [CH3:1][O:2][C:3]1[CH:4]=[C:5]2[C:10](=[CH:11][CH:12]=1)[N:9]=[C:8]([C:25]1[CH:24]=[CH:23][CH:22]=[C:21]([O:20][CH3:19])[CH:26]=1)[CH:7]=[CH:6]2. The catalyst class is: 1. (2) Reactant: [CH:1]1([NH:7][CH2:8][CH2:9][OH:10])[CH2:6][CH2:5][CH2:4][CH2:3][CH2:2]1.[C:11](O[C:11]([O:13][C:14]([CH3:17])([CH3:16])[CH3:15])=[O:12])([O:13][C:14]([CH3:17])([CH3:16])[CH3:15])=[O:12]. Product: [CH:1]1([N:7]([CH2:8][CH2:9][OH:10])[C:11](=[O:12])[O:13][C:14]([CH3:17])([CH3:16])[CH3:15])[CH2:6][CH2:5][CH2:4][CH2:3][CH2:2]1. The catalyst class is: 8. (3) Reactant: Cl[C:2]1[CH:7]=[C:6]([C:8]2[CH:13]=[CH:12][C:11]([C:14]([F:17])([F:16])[F:15])=[CH:10][CH:9]=2)[CH:5]=[CH:4][N:3]=1.[CH3:18][O:19][C:20]1[CH:21]=[C:22]([OH:26])[CH:23]=[CH:24][CH:25]=1.[H-].[Na+]. Product: [CH3:18][O:19][C:20]1[CH:21]=[C:22]([CH:23]=[CH:24][CH:25]=1)[O:26][C:2]1[CH:7]=[C:6]([C:8]2[CH:13]=[CH:12][C:11]([C:14]([F:17])([F:16])[F:15])=[CH:10][CH:9]=2)[CH:5]=[CH:4][N:3]=1. The catalyst class is: 3. (4) Reactant: O.NN.[Cl:4][C:5]1[CH:22]=[CH:21][C:8]([O:9][N:10]2C(=O)C3=CC=CC=C3C2=O)=[CH:7][CH:6]=1. Product: [Cl:4][C:5]1[CH:22]=[CH:21][C:8]([O:9][NH2:10])=[CH:7][CH:6]=1. The catalyst class is: 147.